Task: Predict the product of the given reaction.. Dataset: Forward reaction prediction with 1.9M reactions from USPTO patents (1976-2016) (1) Given the reactants [O:1]1[CH2:5][CH2:4][O:3][CH:2]1[CH2:6][CH2:7][CH2:8][C:9]1[CH:14]=[CH:13][C:12]([O:15][CH2:16][CH2:17][O:18][CH3:19])=[CH:11][C:10]=1[OH:20].[H-].[Na+].Cl[C:24]1[C:29]([Cl:30])=[CH:28][C:27]([C:31]([F:34])([F:33])[F:32])=[CH:26][N:25]=1.[Cl-].[NH4+], predict the reaction product. The product is: [Cl:30][C:29]1[C:24]([O:20][C:10]2[CH:11]=[C:12]([O:15][CH2:16][CH2:17][O:18][CH3:19])[CH:13]=[CH:14][C:9]=2[CH2:8][CH2:7][CH2:6][CH:2]2[O:3][CH2:4][CH2:5][O:1]2)=[N:25][CH:26]=[C:27]([C:31]([F:33])([F:32])[F:34])[CH:28]=1. (2) Given the reactants Cl.Cl.[Cl:3][C:4]1[C:9]([O:10][CH2:11][C:12]2[CH:17]=[CH:16][N:15]=[CH:14][CH:13]=2)=[CH:8][CH:7]=[CH:6][C:5]=1[NH:18][C:19](=[O:34])[CH:20]=[CH:21][C:22]1[CH:27]=[CH:26][C:25]([O:28][CH3:29])=[C:24]([O:30]C(=O)C)[CH:23]=1, predict the reaction product. The product is: [ClH:3].[Cl:3][C:4]1[C:9]([O:10][CH2:11][C:12]2[CH:17]=[CH:16][N:15]=[CH:14][CH:13]=2)=[CH:8][CH:7]=[CH:6][C:5]=1[NH:18][C:19](=[O:34])/[CH:20]=[CH:21]/[C:22]1[CH:27]=[CH:26][C:25]([O:28][CH3:29])=[C:24]([OH:30])[CH:23]=1. (3) Given the reactants [C:1]([C:5]1[N:6]=[C:7]([NH:10][C:11]([C:13]2[CH:35]=[CH:34][N:16]3[C:17](=[O:33])[C:18](/C=C/C(O)=O)=[C:19]([N:21]4[CH2:26][CH2:25][CH2:24][C@@H:23]([OH:27])[CH2:22]4)[N:20]=[C:15]3[CH:14]=2)=[O:12])[S:8][CH:9]=1)([CH3:4])([CH3:3])[CH3:2].C(C1N=C(NC(C2C=CN3C(=O)CC(=O)N=C3C=2)=O)SC=1)(C)(C)C.O[C@@H]1CCCNC1, predict the reaction product. The product is: [C:1]([C:5]1[N:6]=[C:7]([NH:10][C:11]([C:13]2[CH:35]=[CH:34][N:16]3[C:17](=[O:33])[CH:18]=[C:19]([N:21]4[CH2:26][CH2:25][CH2:24][C@@H:23]([OH:27])[CH2:22]4)[N:20]=[C:15]3[CH:14]=2)=[O:12])[S:8][CH:9]=1)([CH3:4])([CH3:2])[CH3:3]. (4) Given the reactants [CH3:1][C:2]1[C:11]2[O:10][CH2:9][C:8](=[O:12])[NH:7][C:6]=2[CH:5]=[C:4]([C:13](=[CH:16][C:17]2[CH:22]=[CH:21][CH:20]=[CH:19][CH:18]=2)[CH:14]=O)[CH:3]=1.[NH2:23][C:24]([NH2:26])=[S:25].Cl, predict the reaction product. The product is: [NH2:26][C:24]1[S:25][CH:16]([C:17]2[CH:22]=[CH:21][CH:20]=[CH:19][CH:18]=2)[C:13]([C:4]2[CH:3]=[C:2]([CH3:1])[C:11]3[O:10][CH2:9][C:8](=[O:12])[NH:7][C:6]=3[CH:5]=2)=[CH:14][N:23]=1. (5) Given the reactants [Br:1][C:2]1[CH:3]=[CH:4][C:5](/[CH:8]=[CH:9]/[C@H:10]2[C@H:18]([CH3:19])[C:17]([F:21])([F:20])[CH2:16][C@@H:15]3[C@H:11]2[C@@H:12]([CH3:23])[O:13][C:14]3=[O:22])=[N:6][CH:7]=1.C[Si]([N-][Si](C)(C)C)(C)C.[K+].C(C1C=C(C(C)C)C=C(C(C)C)C=1S([N:52]=[N+:53]=[N-:54])(=O)=O)(C)C.CC(O)=O, predict the reaction product. The product is: [N:52]([C@:15]12[C:14](=[O:22])[O:13][C@H:12]([CH3:23])[C@H:11]1[C@@H:10](/[CH:9]=[CH:8]/[C:5]1[CH:4]=[CH:3][C:2]([Br:1])=[CH:7][N:6]=1)[C@H:18]([CH3:19])[C:17]([F:20])([F:21])[CH2:16]2)=[N+:53]=[N-:54]. (6) Given the reactants [NH2:1][C:2]([C:18]1[C:26]([O:27][CH3:28])=[CH:25][C:24]([CH3:29])=[C:23]2[C:19]=1[CH:20]=[CH:21][N:22]2[C:30]([O:32][C:33]([CH3:36])([CH3:35])[CH3:34])=[O:31])([C:7]1[NH:11][C:10]2[CH:12]=[CH:13][C:14]([C:16]#[N:17])=[CH:15][C:9]=2[N:8]=1)[C:3]([F:6])([F:5])[F:4].[C:37](OCC)(=O)[CH:38]=[O:39].CO.[BH4-].[Na+], predict the reaction product. The product is: [C:16]([C:14]1[CH:13]=[CH:12][C:10]2[NH:11][C:7]([C:2]([C:18]3[C:26]([O:27][CH3:28])=[CH:25][C:24]([CH3:29])=[C:23]4[C:19]=3[CH:20]=[CH:21][N:22]4[C:30]([O:32][C:33]([CH3:36])([CH3:35])[CH3:34])=[O:31])([NH:1][CH2:37][CH2:38][OH:39])[C:3]([F:6])([F:5])[F:4])=[N:8][C:9]=2[CH:15]=1)#[N:17]. (7) Given the reactants [Br:1][C:2]1[CH:3]=[C:4]([C:9]2[CH2:13][C:12]([C:18]3[CH:23]=[C:22]([Cl:24])[C:21]([Cl:25])=[C:20]([Cl:26])[CH:19]=3)([C:14]([F:17])([F:16])[F:15])[O:11][N:10]=2)[CH:5]=[CH:6][C:7]=1I.C([Mg]Cl)(C)C.[CH:32]([N:45]1[CH2:48][C:47](=[O:49])[CH2:46]1)([C:39]1[CH:44]=[CH:43][CH:42]=[CH:41][CH:40]=1)[C:33]1[CH:38]=[CH:37][CH:36]=[CH:35][CH:34]=1, predict the reaction product. The product is: [CH:32]([N:45]1[CH2:48][C:47]([C:7]2[CH:6]=[CH:5][C:4]([C:9]3[CH2:13][C:12]([C:18]4[CH:23]=[C:22]([Cl:24])[C:21]([Cl:25])=[C:20]([Cl:26])[CH:19]=4)([C:14]([F:17])([F:16])[F:15])[O:11][N:10]=3)=[CH:3][C:2]=2[Br:1])([OH:49])[CH2:46]1)([C:39]1[CH:44]=[CH:43][CH:42]=[CH:41][CH:40]=1)[C:33]1[CH:34]=[CH:35][CH:36]=[CH:37][CH:38]=1.